This data is from Peptide-MHC class II binding affinity with 134,281 pairs from IEDB. The task is: Regression. Given a peptide amino acid sequence and an MHC pseudo amino acid sequence, predict their binding affinity value. This is MHC class II binding data. (1) The peptide sequence is TRILTIPQSLDSWWT. The MHC is HLA-DPA10201-DPB10101 with pseudo-sequence HLA-DPA10201-DPB10101. The binding affinity (normalized) is 0.350. (2) The MHC is DRB1_0701 with pseudo-sequence DRB1_0701. The peptide sequence is MSGPMQQLTQPLQQL. The binding affinity (normalized) is 0.119. (3) The peptide sequence is DRRWCFDGPRTNTIL. The MHC is DRB1_0401 with pseudo-sequence DRB1_0401. The binding affinity (normalized) is 0.113. (4) The peptide sequence is ATAAAAAAVDRGDPP. The MHC is DRB1_1302 with pseudo-sequence DRB1_1302. The binding affinity (normalized) is 0. (5) The MHC is DRB1_0401 with pseudo-sequence DRB1_0401. The peptide sequence is SGHVIPACKNLSPSA. The binding affinity (normalized) is 0.401. (6) The peptide sequence is DDYTEYKLTESIDNI. The MHC is HLA-DQA10401-DQB10402 with pseudo-sequence HLA-DQA10401-DQB10402. The binding affinity (normalized) is 0.341. (7) The peptide sequence is LRNVACQEAVKLKLI. The MHC is DRB1_0101 with pseudo-sequence DRB1_0101. The binding affinity (normalized) is 0.981. (8) The peptide sequence is YDKFLANQSTVLTGK. The MHC is DRB1_1101 with pseudo-sequence DRB1_1101. The binding affinity (normalized) is 0.465.